From a dataset of Forward reaction prediction with 1.9M reactions from USPTO patents (1976-2016). Predict the product of the given reaction. (1) Given the reactants Cl.[Cl:2][C:3]1[CH:8]=[CH:7][C:6]([OH:9])=[CH:5][C:4]=1[NH:10][C:11]1[C:12]2[C:19]3[CH2:20][CH2:21][NH:22][CH2:23][C:18]=3[S:17][C:13]=2[N:14]=[CH:15][N:16]=1.Cl.[CH3:25][N:26]([CH3:33])[CH2:27]/[CH:28]=[CH:29]/[C:30](O)=[O:31], predict the reaction product. The product is: [Cl:2][C:3]1[CH:8]=[CH:7][C:6]([OH:9])=[CH:5][C:4]=1[NH:10][C:11]1[C:12]2[C:19]3[CH2:20][CH2:21][N:22]([C:30](=[O:31])/[CH:29]=[CH:28]/[CH2:27][N:26]([CH3:33])[CH3:25])[CH2:23][C:18]=3[S:17][C:13]=2[N:14]=[CH:15][N:16]=1. (2) Given the reactants C(OC([NH:8][C:9]1[N:14]=[CH:13][C:12]([C:15]2[N:23]=[C:22]3[C:18]([N:19]=[CH:20][N:21]3[CH2:24][CH2:25][C:26]([OH:28])=O)=[C:17]([N:29]3[CH2:34][CH2:33][O:32][CH2:31][CH2:30]3)[N:16]=2)=[CH:11][N:10]=1)=O)(C)(C)C.[NH:35]1[CH2:40][CH2:39][O:38][CH2:37][CH2:36]1, predict the reaction product. The product is: [NH2:8][C:9]1[N:10]=[CH:11][C:12]([C:15]2[N:23]=[C:22]3[C:18]([N:19]=[CH:20][N:21]3[CH2:24][CH2:25][C:26]([N:35]3[CH2:40][CH2:39][O:38][CH2:37][CH2:36]3)=[O:28])=[C:17]([N:29]3[CH2:30][CH2:31][O:32][CH2:33][CH2:34]3)[N:16]=2)=[CH:13][N:14]=1.